From a dataset of Peptide-MHC class II binding affinity with 134,281 pairs from IEDB. Regression. Given a peptide amino acid sequence and an MHC pseudo amino acid sequence, predict their binding affinity value. This is MHC class II binding data. The peptide sequence is APQINFFYYLGEPIV. The MHC is DRB1_1201 with pseudo-sequence DRB1_1201. The binding affinity (normalized) is 0.407.